This data is from Reaction yield outcomes from USPTO patents with 853,638 reactions. The task is: Predict the reaction yield, written as a fraction of the theoretical maximum amount of product (1.0 means a 100% yield; for example, 0.34 means a 34% yield). (1) The reactants are [N+:1]([C:4]1[CH:5]=[C:6]([NH2:13])[C:7](=[CH:11][CH:12]=1)[C:8]([OH:10])=O)([O-:3])=[O:2].[CH:14]([NH2:16])=O. No catalyst specified. The product is [N+:1]([C:4]1[CH:5]=[C:6]2[C:7]([C:8](=[O:10])[NH:16][CH:14]=[N:13]2)=[CH:11][CH:12]=1)([O-:3])=[O:2]. The yield is 0.950. (2) The reactants are Cl.[C:2]1([C:13]2[CH:18]=[CH:17][CH:16]=[CH:15][CH:14]=2)[CH:7]=[CH:6][C:5]([O:8][CH:9]2[CH2:12][NH:11][CH2:10]2)=[CH:4][CH:3]=1.C(N(CC)CC)C.[C:26]1([N:32]=[C:33]=[O:34])[CH:31]=[CH:30][CH:29]=[CH:28][CH:27]=1. The catalyst is ClCCl. The product is [C:26]1([NH:32][C:33]([N:11]2[CH2:12][CH:9]([O:8][C:5]3[CH:6]=[CH:7][C:2]([C:13]4[CH:18]=[CH:17][CH:16]=[CH:15][CH:14]=4)=[CH:3][CH:4]=3)[CH2:10]2)=[O:34])[CH:31]=[CH:30][CH:29]=[CH:28][CH:27]=1. The yield is 1.00. (3) The reactants are [CH:1]1([C:4]2[NH:8][N:7]=[C:6]([NH:9][C:10]3[CH:15]=[CH:14][N:13]=[C:12]([C:16]4[S:20][C:19]([S:21]([NH2:24])(=[O:23])=[O:22])=[CH:18][CH:17]=4)[N:11]=3)[CH:5]=2)[CH2:3][CH2:2]1.Br[C:26]1N=C(NC2C=C(C3CC3)NN=2)C(C)=CN=1. No catalyst specified. The product is [CH:1]1([C:4]2[NH:8][N:7]=[C:6]([NH:9][C:10]3[C:15]([CH3:26])=[CH:14][N:13]=[C:12]([C:16]4[S:20][C:19]([S:21]([NH2:24])(=[O:22])=[O:23])=[CH:18][CH:17]=4)[N:11]=3)[CH:5]=2)[CH2:3][CH2:2]1. The yield is 0.248. (4) The reactants are [CH2:1]([NH:3][C:4]1[C:9]([NH2:10])=[CH:8][CH:7]=[CH:6][N:5]=1)[CH3:2].I[C:12]1[CH:17]=[CH:16][CH:15]=[CH:14][CH:13]=1.CC([O-])(C)C.[Na+]. The catalyst is C1(C)C=CC=CC=1.C1C=CC(/C=C/C(/C=C/C2C=CC=CC=2)=O)=CC=1.C1C=CC(/C=C/C(/C=C/C2C=CC=CC=2)=O)=CC=1.C1C=CC(/C=C/C(/C=C/C2C=CC=CC=2)=O)=CC=1.[Pd].[Pd].C1(P(C2C=CC=CC=2)C2C=CC=C3C=2C(C2C4C(=CC=CC=4P(C4C=CC=CC=4)C4C=CC=CC=4)C=CC=2)=CC=C3)C=CC=CC=1. The product is [CH2:1]([NH:3][C:4]1[C:9]([NH:10][C:12]2[CH:17]=[CH:16][CH:15]=[CH:14][CH:13]=2)=[CH:8][CH:7]=[CH:6][N:5]=1)[CH3:2]. The yield is 0.340. (5) The reactants are Br[C:2]1[CH:19]=[CH:18][C:5]([O:6][C:7]2[CH:16]=[CH:15][C:10]([C:11]([O:13][CH3:14])=[O:12])=[CH:9][C:8]=2[F:17])=[CH:4][C:3]=1[CH:20]=[O:21].CC([O-])=O.[K+].[B:27]1([B:27]2[O:31][C:30]([CH3:33])([CH3:32])[C:29]([CH3:35])([CH3:34])[O:28]2)[O:31][C:30]([CH3:33])([CH3:32])[C:29]([CH3:35])([CH3:34])[O:28]1.CCCCCC.CCOC(C)=O. The catalyst is O1CCOCC1.C1C=CC(P(C2C=CC=CC=2)[C-]2C=CC=C2)=CC=1.C1C=CC(P(C2C=CC=CC=2)[C-]2C=CC=C2)=CC=1.Cl[Pd]Cl.[Fe+2]. The product is [F:17][C:8]1[CH:9]=[C:10]([CH:15]=[CH:16][C:7]=1[O:6][C:5]1[CH:18]=[CH:19][C:2]([B:27]2[O:31][C:30]([CH3:33])([CH3:32])[C:29]([CH3:35])([CH3:34])[O:28]2)=[C:3]([CH:20]=[O:21])[CH:4]=1)[C:11]([O:13][CH3:14])=[O:12]. The yield is 0.840. (6) The reactants are [C:1]([O:5][C:6](=[O:33])[CH2:7][C@H:8]([NH:15][S:16]([C:19]1[CH:24]=[CH:23][CH:22]=[CH:21][C:20]=1[O:25]CC1C=CC=CC=1)(=[O:18])=[O:17])[C:9]([N:11]([O:13][CH3:14])[CH3:12])=[O:10])([CH3:4])([CH3:3])[CH3:2].[H][H]. The catalyst is [Pd]. The product is [C:1]([O:5][C:6](=[O:33])[CH2:7][C@H:8]([NH:15][S:16]([C:19]1[CH:24]=[CH:23][CH:22]=[CH:21][C:20]=1[OH:25])(=[O:18])=[O:17])[C:9]([N:11]([O:13][CH3:14])[CH3:12])=[O:10])([CH3:4])([CH3:2])[CH3:3]. The yield is 1.00.